This data is from Full USPTO retrosynthesis dataset with 1.9M reactions from patents (1976-2016). The task is: Predict the reactants needed to synthesize the given product. (1) Given the product [C:20]([C:2]1[C:3]([CH2:17][CH3:18])=[C:4]([O:8][CH2:9][CH2:10][CH2:11][C:12]([O:14][CH2:15][CH3:16])=[O:13])[CH:5]=[CH:6][CH:7]=1)#[N:21], predict the reactants needed to synthesize it. The reactants are: Br[C:2]1[C:3]([CH2:17][CH3:18])=[C:4]([O:8][CH2:9][CH2:10][CH2:11][C:12]([O:14][CH2:15][CH3:16])=[O:13])[CH:5]=[CH:6][CH:7]=1.[Cu][C:20]#[N:21].O. (2) Given the product [ClH:40].[NH:1]1[C:9]2[C:4](=[CH:5][CH:6]=[CH:7][CH:8]=2)[C:3](/[CH:10]=[CH:11]/[C:12]2[CH:17]=[C:16]([N:18]3[CH2:19][CH2:20][O:21][CH2:22][CH2:23]3)[CH:15]=[CH:14][C:13]=2[NH:24][C:38]([C:34]2[N:33]([CH3:32])[CH:37]=[CH:36][CH:35]=2)=[O:39])=[N:2]1, predict the reactants needed to synthesize it. The reactants are: [NH:1]1[C:9]2[C:4](=[CH:5][CH:6]=[CH:7][CH:8]=2)[C:3]([CH:10]=[CH:11][C:12]2[CH:17]=[C:16]([N:18]3[CH2:23][CH2:22][O:21][CH2:20][CH2:19]3)[CH:15]=[CH:14][C:13]=2[NH2:24])=[N:2]1.C(N(CC)CC)C.[CH3:32][N:33]1[CH:37]=[CH:36][CH:35]=[C:34]1[C:38]([Cl:40])=[O:39].C(=O)([O-])O.[Na+]. (3) Given the product [C:1]([C:5]1[CH:6]=[C:7]([CH:8]=[C:9]([C:10]([O:12][CH3:13])=[O:11])[CH:14]=1)[C:15]([OH:17])=[O:16])([CH3:4])([CH3:2])[CH3:3], predict the reactants needed to synthesize it. The reactants are: [C:1]([C:5]1[CH:6]=[C:7]([C:15]([O:17]C)=[O:16])[CH:8]=[C:9]([CH:14]=1)[C:10]([O:12][CH3:13])=[O:11])([CH3:4])([CH3:3])[CH3:2].O.[OH-].[Li+]. (4) Given the product [CH2:1]([O:8][C:9]1[CH:16]=[CH:15][C:12]([C:13]2[NH:24][C:20]3=[N:21][CH:22]=[CH:23][C:18]([CH3:17])=[C:19]3[N:25]=2)=[CH:11][CH:10]=1)[C:2]1[CH:7]=[CH:6][CH:5]=[CH:4][CH:3]=1, predict the reactants needed to synthesize it. The reactants are: [CH2:1]([O:8][C:9]1[CH:16]=[CH:15][C:12]([CH:13]=O)=[CH:11][CH:10]=1)[C:2]1[CH:7]=[CH:6][CH:5]=[CH:4][CH:3]=1.[CH3:17][C:18]1[CH:23]=[CH:22][N:21]=[C:20]([NH2:24])[C:19]=1[N+:25]([O-])=O.S(S([O-])=O)([O-])=O.[Na+].[Na+].[NH4+].[OH-]. (5) The reactants are: Br[C:2]1[C:3]([O:27][C:28]2[C:29]([CH3:34])=[N:30][CH:31]=[CH:32][CH:33]=2)=[CH:4][C:5]([NH:8][C:9]2[S:10][CH:11]=[C:12]([CH:14]3[CH2:19][CH2:18][N:17]([C:20]([O:22][C:23]([CH3:26])([CH3:25])[CH3:24])=[O:21])[CH2:16][CH2:15]3)[N:13]=2)=[N:6][CH:7]=1.CC1(C)C2C(=C(P(C3C=CC=CC=3)C3C=CC=CC=3)C=CC=2)OC2C(P(C3C=CC=CC=3)C3C=CC=CC=3)=CC=CC1=2.[O-]P([O-])([O-])=O.[K+].[K+].[K+].[CH3:85][O:86][C:87]1[CH:88]=[C:89]([SH:93])[CH:90]=[CH:91][CH:92]=1. Given the product [CH3:85][O:86][C:87]1[CH:88]=[C:89]([S:93][C:2]2[C:3]([O:27][C:28]3[C:29]([CH3:34])=[N:30][CH:31]=[CH:32][CH:33]=3)=[CH:4][C:5]([NH:8][C:9]3[S:10][CH:11]=[C:12]([CH:14]4[CH2:19][CH2:18][N:17]([C:20]([O:22][C:23]([CH3:26])([CH3:25])[CH3:24])=[O:21])[CH2:16][CH2:15]4)[N:13]=3)=[N:6][CH:7]=2)[CH:90]=[CH:91][CH:92]=1, predict the reactants needed to synthesize it. (6) Given the product [Cl:32][C:26]1[C:25]([CH3:33])=[C:24]([NH:23][C@@H:10]([C:11]2[O:12][C:13]([C:16]3[CH:17]=[CH:18][C:19]([I:22])=[CH:20][CH:21]=3)=[N:14][N:15]=2)[C@@H:9]([OH:8])[CH3:34])[CH:31]=[CH:30][C:27]=1[C:28]#[N:29], predict the reactants needed to synthesize it. The reactants are: [Si]([O:8][C@@H:9]([CH3:34])[C@@H:10]([NH:23][C:24]1[CH:31]=[CH:30][C:27]([C:28]#[N:29])=[C:26]([Cl:32])[C:25]=1[CH3:33])[C:11]1[O:12][C:13]([C:16]2[CH:21]=[CH:20][C:19]([I:22])=[CH:18][CH:17]=2)=[N:14][N:15]=1)(C(C)(C)C)(C)C.CCCC[N+](CCCC)(CCCC)CCCC.[F-]. (7) The reactants are: [O:1]=[C:2]1[C:6]2([CH2:11][CH2:10][N:9]([CH2:12][CH2:13][CH2:14][N:15]3[C:23]4[C:18](=[CH:19][CH:20]=[CH:21][CH:22]=4)[C:17]4([CH2:25][CH2:24]4)[C:16]3=[O:26])[CH2:8][CH2:7]2)[N:5]([C:27]2[CH:32]=[CH:31][CH:30]=[CH:29][CH:28]=2)[CH2:4][N:3]1[CH2:33][C:34]1[CH:46]=[CH:45][CH:44]=[CH:43][C:35]=1[C:36]([O:38]C(C)(C)C)=[O:37].C([SiH](CC)CC)C. Given the product [O:1]=[C:2]1[C:6]2([CH2:11][CH2:10][N:9]([CH2:12][CH2:13][CH2:14][N:15]3[C:23]4[C:18](=[CH:19][CH:20]=[CH:21][CH:22]=4)[C:17]4([CH2:25][CH2:24]4)[C:16]3=[O:26])[CH2:8][CH2:7]2)[N:5]([C:27]2[CH:28]=[CH:29][CH:30]=[CH:31][CH:32]=2)[CH2:4][N:3]1[CH2:33][C:34]1[CH:46]=[CH:45][CH:44]=[CH:43][C:35]=1[C:36]([OH:38])=[O:37], predict the reactants needed to synthesize it. (8) Given the product [C:20]([O:24][C:25]1[CH:30]=[CH:29][C:28]([C:31]([F:32])([F:33])[F:34])=[CH:27][C:26]=1[CH2:35][NH:36][C:17]([C@:11]12[CH2:10][C@H:9]([NH:8][C:6](=[O:7])[O:5][C:1]([CH3:2])([CH3:3])[CH3:4])[CH2:16][C@H:12]1[O:13][CH2:14][CH2:15]2)=[O:19])([CH3:23])([CH3:21])[CH3:22], predict the reactants needed to synthesize it. The reactants are: [C:1]([O:5][C:6]([NH:8][C@@H:9]1[CH2:16][C@H:12]2[O:13][CH2:14][CH2:15][C@@:11]2([C:17]([OH:19])=O)[CH2:10]1)=[O:7])([CH3:4])([CH3:3])[CH3:2].[C:20]([O:24][C:25]1[CH:30]=[CH:29][C:28]([C:31]([F:34])([F:33])[F:32])=[CH:27][C:26]=1[CH2:35][NH2:36])([CH3:23])([CH3:22])[CH3:21]. (9) Given the product [CH3:22][Si:23]([C:26]#[C:27][C:2]1[CH:3]=[CH:4][C:5]([C:8]2[CH:13]=[CH:12][C:11]([C:21]#[C:19][Si:23]([CH3:25])([CH3:24])[CH3:22])=[CH:10][N:9]=2)=[N:6][CH:7]=1)([CH3:25])[CH3:24], predict the reactants needed to synthesize it. The reactants are: Br[C:2]1[CH:3]=[CH:4][C:5]([C:8]2[CH:13]=[CH:12][C:11](Br)=[CH:10][N:9]=2)=[N:6][CH:7]=1.N([CH:19]([CH3:21])C)C(C)C.[CH3:22][Si:23]([C:26]#[CH:27])([CH3:25])[CH3:24]. (10) Given the product [Cl:36][C:32]1[CH:31]=[C:30]([CH:28]2[C:8]3[CH:9]=[C:10]([C:13]([C:21]4[CH:26]=[CH:25][C:24]([Cl:27])=[CH:23][CH:22]=4)([OH:20])[C:14]4[N:18]([CH3:19])[CH:17]=[N:16][CH:15]=4)[CH:11]=[CH:12][C:7]=3[NH:6][C:4](=[O:5])[CH2:3][O:29]2)[CH:35]=[CH:34][CH:33]=1, predict the reactants needed to synthesize it. The reactants are: [K].Br[CH2:3][C:4]([NH:6][C:7]1[CH:12]=[CH:11][C:10]([C:13]([C:21]2[CH:26]=[CH:25][C:24]([Cl:27])=[CH:23][CH:22]=2)([OH:20])[C:14]2[N:18]([CH3:19])[CH:17]=[N:16][CH:15]=2)=[CH:9][C:8]=1[CH:28]([C:30]1[CH:35]=[CH:34][CH:33]=[C:32]([Cl:36])[CH:31]=1)[OH:29])=[O:5].